From a dataset of HIV replication inhibition screening data with 41,000+ compounds from the AIDS Antiviral Screen. Binary Classification. Given a drug SMILES string, predict its activity (active/inactive) in a high-throughput screening assay against a specified biological target. (1) The compound is CCCCNC1CCCCCC1O.Cl. The result is 0 (inactive). (2) The compound is O=C1CN(CCCCl)CC(=O)N2Cc3ccccc3CN12. The result is 0 (inactive). (3) The compound is CC(CN(C)C)Nc1c2ccccc2nc2cccc([N+](=O)[O-])c12. The result is 0 (inactive). (4) The compound is Cc1ccc2c(n1)C(N1CCCC1)=CC(=O)C2=O. The result is 0 (inactive). (5) The drug is O=CCCCC(Sc1ccccc1)Sc1ccccc1. The result is 0 (inactive). (6) The molecule is O=C(CCc1cc(O)ccc1O)OCCc1ccccc1. The result is 0 (inactive). (7) The result is 0 (inactive). The molecule is O=C(O)COc1ccc(C(=O)C(SSC(C(=O)c2ccc(OCC(=O)O)c(Cl)c2Cl)=C2C=C(c3ccccc3Cl)SS2)=C2C=C(c3ccccc3Cl)SS2)c(Cl)c1Cl. (8) The drug is CC12CCC3c4ccc(OS(N)(=O)=O)cc4CCC3C1CCC2=O. The result is 0 (inactive). (9) The molecule is CCOC(=O)C(CC(C)=Cc1ccccc1)C(=O)OCC. The result is 0 (inactive).